This data is from Full USPTO retrosynthesis dataset with 1.9M reactions from patents (1976-2016). The task is: Predict the reactants needed to synthesize the given product. (1) Given the product [CH2:11]([NH:10][O:9][CH2:8][CH2:7][N:4]1[CH2:5][CH2:6][O:1][CH2:2][CH2:3]1)[CH3:12], predict the reactants needed to synthesize it. The reactants are: [O:1]1[CH2:6][CH2:5][N:4]([CH2:7][CH2:8][O:9][NH2:10])[CH2:3][CH2:2]1.[CH:11](=O)[CH3:12]. (2) Given the product [CH2:21]([C:20]([C:17]1[CH:18]=[CH:19][C:14]([C:12]2[C:11]([CH3:27])=[CH:10][CH:9]=[C:8]([O:7][CH2:6][C:5]3[CH:28]=[CH:29][C:30]([CH2:31][OH:32])=[C:3]([CH2:2][OH:1])[CH:4]=3)[CH:13]=2)=[C:15]([CH2:24][CH2:25][CH3:26])[CH:16]=1)([OH:23])[CH2:33][CH3:34])[CH3:22], predict the reactants needed to synthesize it. The reactants are: [OH:1][CH2:2][C:3]1[CH:4]=[C:5]([CH:28]=[CH:29][C:30]=1[CH2:31][OH:32])[CH2:6][O:7][C:8]1[CH:9]=[CH:10][C:11]([CH3:27])=[C:12]([C:14]2[CH:19]=[CH:18][C:17]([C:20](=[O:23])[CH2:21][CH3:22])=[CH:16][C:15]=2[CH2:24][CH2:25][CH3:26])[CH:13]=1.[CH2:33]([Mg]Br)[CH3:34].[Cl-].[NH4+]. (3) Given the product [C:85]([NH:89][C:90]1[CH:91]=[C:92]([CH:96]=[CH:97][C:98]=1[F:99])[C:93]([NH:95][C:35]1[CH:34]=[C:33]([C:31]2[NH:32][C:11]3[C:10]4([CH2:40][CH2:41][CH2:42][N:8]([C:6]([O:5][C:1]([CH3:4])([CH3:2])[CH3:3])=[O:7])[CH2:9]4)[CH2:15][N:14]([CH2:16][C:17]4[C:18]([O:27][CH3:28])=[CH:19][C:20]([O:25][CH3:26])=[CH:21][C:22]=4[O:23][CH3:24])[C:13](=[O:29])[C:12]=3[CH:30]=2)[CH:38]=[CH:37][N:36]=1)=[O:94])(=[O:88])[CH:86]=[CH2:87], predict the reactants needed to synthesize it. The reactants are: [C:1]([O:5][C:6]([N:8]1[CH2:42][CH2:41][CH2:40][C:10]2([CH2:15][N:14]([CH2:16][C:17]3[C:22]([O:23][CH3:24])=[CH:21][C:20]([O:25][CH3:26])=[CH:19][C:18]=3[O:27][CH3:28])[C:13](=[O:29])[C:12]3[CH:30]=[C:31]([C:33]4[CH:38]=[CH:37][N:36]=[C:35](Cl)[CH:34]=4)[NH:32][C:11]2=3)[CH2:9]1)=[O:7])([CH3:4])([CH3:3])[CH3:2].CC1(C)C2C(=C(P(C3C=CC=CC=3)C3C=CC=CC=3)C=CC=2)OC2C(P(C3C=CC=CC=3)C3C=CC=CC=3)=CC=CC1=2.[C:85]([NH:89][C:90]1[CH:91]=[C:92]([CH:96]=[CH:97][C:98]=1[F:99])[C:93]([NH2:95])=[O:94])(=[O:88])[CH:86]=[CH2:87].C(=O)([O-])[O-].[Cs+].[Cs+]. (4) The reactants are: [CH3:1][C:2]1[C:20]([CH3:21])=[CH:19][CH:18]=[CH:17][C:3]=1[O:4][C:5]1[CH:10]=[CH:9][C:8]([CH:11]2[O:16][CH2:15][CH2:14][NH:13][CH2:12]2)=[CH:7][CH:6]=1.C([O-])([O-])=O.[K+].[K+].[C:28]([O:32][C:33](=[O:38])[CH2:34][CH2:35][CH2:36]Br)([CH3:31])([CH3:30])[CH3:29]. Given the product [C:28]([O:32][C:33](=[O:38])[CH2:34][CH2:35][CH2:36][N:13]1[CH2:14][CH2:15][O:16][CH:11]([C:8]2[CH:7]=[CH:6][C:5]([O:4][C:3]3[CH:17]=[CH:18][CH:19]=[C:20]([CH3:21])[C:2]=3[CH3:1])=[CH:10][CH:9]=2)[CH2:12]1)([CH3:31])([CH3:30])[CH3:29], predict the reactants needed to synthesize it.